From a dataset of Catalyst prediction with 721,799 reactions and 888 catalyst types from USPTO. Predict which catalyst facilitates the given reaction. (1) Reactant: [Cl-].O[NH3+:3].[C:4](=[O:7])([O-])[OH:5].[Na+].CS(C)=O.[C:13]([C:15]1[CH:20]=[CH:19][CH:18]=[CH:17][C:16]=1[C:21]1[CH:26]=[CH:25][C:24]([CH2:27][C:28]2[C:29](=[O:55])[N:30]([C@H:40]3[CH2:45][CH2:44][C@H:43]([O:46][CH2:47][C:48]4([C:52]([NH2:54])=[O:53])[CH2:51][CH2:50][CH2:49]4)[CH2:42][CH2:41]3)[C:31]3[N:32]([N:37]=[CH:38][N:39]=3)[C:33]=2[CH2:34][CH2:35][CH3:36])=[CH:23][CH:22]=1)#[N:14]. Product: [O:55]=[C:29]1[C:28]([CH2:27][C:24]2[CH:23]=[CH:22][C:21]([C:16]3[CH:17]=[CH:18][CH:19]=[CH:20][C:15]=3[C:13]3[NH:3][C:4](=[O:7])[O:5][N:14]=3)=[CH:26][CH:25]=2)=[C:33]([CH2:34][CH2:35][CH3:36])[N:32]2[N:37]=[CH:38][N:39]=[C:31]2[N:30]1[C@H:40]1[CH2:41][CH2:42][C@H:43]([O:46][CH2:47][C:48]2([C:52]([NH2:54])=[O:53])[CH2:51][CH2:50][CH2:49]2)[CH2:44][CH2:45]1. The catalyst class is: 13. (2) Reactant: [CH3:1][O:2][C:3]1[CH:4]=[C:5]([CH:11]=[C:12]([C:16]2[CH:21]=[CH:20][C:19]([O:22][C:23]3[CH:28]=[CH:27][C:26]([CH2:29][CH2:30][C:31](=[O:36])[NH:32][C:33]([NH2:35])=[O:34])=[CH:25][CH:24]=3)=[CH:18][CH:17]=2)[C:13]([OH:15])=[O:14])[CH:6]=[C:7]([O:9][CH3:10])[CH:8]=1.C([O-])([O-])=O.[K+].[K+].S(OCC)(O[CH2:47][CH3:48])(=O)=O.O. Product: [CH2:47]([O:14][C:13](=[O:15])[C:12]([C:16]1[CH:17]=[CH:18][C:19]([O:22][C:23]2[CH:28]=[CH:27][C:26]([CH2:29][CH2:30][C:31](=[O:36])[NH:32][C:33]([NH2:35])=[O:34])=[CH:25][CH:24]=2)=[CH:20][CH:21]=1)=[CH:11][C:5]1[CH:4]=[C:3]([O:2][CH3:1])[CH:8]=[C:7]([O:9][CH3:10])[CH:6]=1)[CH3:48]. The catalyst class is: 16. (3) Reactant: [CH3:1][O:2][C:3]1[C:7]([C:8]([O:10][CH2:11][CH3:12])=[O:9])=[CH:6][NH:5][C:4]=1[C:13]([O:15][CH2:16][CH3:17])=[O:14].[H-].[Na+].[C:20]([O:24][C:25]([N:27]1[CH2:31][CH2:30]OS1(=O)=O)=[O:26])([CH3:23])([CH3:22])[CH3:21]. Product: [C:20]([O:24][C:25]([NH:27][CH2:31][CH2:30][N:5]1[CH:6]=[C:7]([C:8]([O:10][CH2:11][CH3:12])=[O:9])[C:3]([O:2][CH3:1])=[C:4]1[C:13]([O:15][CH2:16][CH3:17])=[O:14])=[O:26])([CH3:23])([CH3:22])[CH3:21]. The catalyst class is: 3. (4) Reactant: [CH3:1][C:2]1([CH3:13])[C:11]2[C:10]([OH:12])=[CH:9][CH:8]=[CH:7][C:6]=2[S:5][CH2:4][CH2:3]1.[S:14](O[S:14]([C:17]([F:20])([F:19])[F:18])(=[O:16])=[O:15])([C:17]([F:20])([F:19])[F:18])(=[O:16])=[O:15].Cl. Product: [F:18][C:17]([F:20])([F:19])[S:14]([O:12][C:10]1[CH:9]=[CH:8][CH:7]=[C:6]2[C:11]=1[C:2]([CH3:13])([CH3:1])[CH2:3][CH2:4][S:5]2)(=[O:16])=[O:15]. The catalyst class is: 4. (5) Reactant: [F:1][C:2]1[CH:7]=[CH:6][C:5]([F:8])=[CH:4][C:3]=1[S:9]([NH:12][C:13]1[CH:14]=[C:15]([CH:20]=[CH:21][C:22]=1[F:23])[C:16]([O:18]C)=O)(=[O:11])=[O:10].[Li+].C[Si]([N-][Si](C)(C)C)(C)C.[Cl:34][C:35]1[N:40]=[C:39]([CH3:41])[CH:38]=[CH:37][N:36]=1. Product: [Cl:34][C:35]1[N:40]=[C:39]([CH2:41][C:16]([C:15]2[CH:20]=[CH:21][C:22]([F:23])=[C:13]([NH:12][S:9]([C:3]3[CH:4]=[C:5]([F:8])[CH:6]=[CH:7][C:2]=3[F:1])(=[O:10])=[O:11])[CH:14]=2)=[O:18])[CH:38]=[CH:37][N:36]=1. The catalyst class is: 1. (6) Reactant: C(OC(=O)C)(=O)C.[CH:8]([OH:10])=O.[NH2:11][CH2:12][CH2:13][O:14][C:15]1[CH:20]=[CH:19][C:18]([C:21]2[N:22]([CH2:34][CH3:35])[C:23]3[C:28]([C:29]=2[C:30]#[N:31])=[CH:27][CH:26]=[C:25]([O:32][CH3:33])[CH:24]=3)=[CH:17][CH:16]=1.C([O-])(O)=O.[Na+]. Product: [C:30]([C:29]1[C:28]2[C:23](=[CH:24][C:25]([O:32][CH3:33])=[CH:26][CH:27]=2)[N:22]([CH2:34][CH3:35])[C:21]=1[C:18]1[CH:19]=[CH:20][C:15]([O:14][CH2:13][CH2:12][NH:11][CH:8]=[O:10])=[CH:16][CH:17]=1)#[N:31]. The catalyst class is: 49. (7) Product: [Cl:17][CH2:18][C:19]([NH:1][C:2]1[CH:7]=[C:6]([CH3:8])[CH:5]=[C:4]([CH3:9])[C:3]=1[OH:10])=[O:20]. Reactant: [NH2:1][C:2]1[CH:7]=[C:6]([CH3:8])[CH:5]=[C:4]([CH3:9])[C:3]=1[OH:10].O.C(=O)([O-])O.[Na+].[Cl:17][CH2:18][C:19](Cl)=[O:20]. The catalyst class is: 13. (8) Reactant: [CH3:1][C:2]([CH3:18])([CH3:17])[CH2:3][NH:4][C:5]([CH:7]([C:9]1[CH:16]=[CH:15][C:12]([C:13]#[N:14])=[CH:11][CH:10]=1)[CH3:8])=[O:6].C[Al](C)C.CC(C)(C)CN.C(C1C=CC(C(C)C(OCC)=O)=CC=1)#N. Product: [CH3:17][C:2]([CH3:1])([CH3:18])[CH2:3][NH:4][C:5]([CH:7]([C:9]1[CH:10]=[CH:11][C:12]([CH2:13][NH2:14])=[CH:15][CH:16]=1)[CH3:8])=[O:6]. The catalyst class is: 2. (9) Reactant: [CH2:1]([NH:3][C:4]([CH:6]1[N:14]([C:15](=[O:38])[C@@H:16]([NH:20]C(=O)OCC2C3C=CC=CC=3C3C2=CC=CC=3)[CH:17]([CH3:19])[CH3:18])[C:9]2=[N:10][CH:11]=[CH:12][CH:13]=[C:8]2[CH2:7]1)=[O:5])[CH3:2].N1CCCCC1. Product: [NH2:20][C@@H:16]([CH:17]([CH3:18])[CH3:19])[C:15]([N:14]1[C:9]2=[N:10][CH:11]=[CH:12][CH:13]=[C:8]2[CH2:7][CH:6]1[C:4]([NH:3][CH2:1][CH3:2])=[O:5])=[O:38]. The catalyst class is: 10.